From a dataset of Forward reaction prediction with 1.9M reactions from USPTO patents (1976-2016). Predict the product of the given reaction. (1) Given the reactants C(C1(COC2C(C3CC3)=CC(C(O)=O)=C(F)C=2)C2CC3CC(CC1C3)C2)#N.[CH:28]1([C:31]2[C:32]([O:41][CH2:42][C:43]3([CH:49]([F:51])[F:50])[CH2:48][CH2:47][CH2:46][CH2:45][CH2:44]3)=[CH:33][C:34]([F:40])=[C:35]([CH:39]=2)[C:36]([OH:38])=O)[CH2:30][CH2:29]1.CS(N)(=O)=O.[N:57]1([S:61]([NH2:64])(=[O:63])=[O:62])[CH2:60][CH2:59][CH2:58]1, predict the reaction product. The product is: [N:57]1([S:61]([NH:64][C:36](=[O:38])[C:35]2[CH:39]=[C:31]([CH:28]3[CH2:29][CH2:30]3)[C:32]([O:41][CH2:42][C:43]3([CH:49]([F:50])[F:51])[CH2:48][CH2:47][CH2:46][CH2:45][CH2:44]3)=[CH:33][C:34]=2[F:40])(=[O:63])=[O:62])[CH2:60][CH2:59][CH2:58]1. (2) Given the reactants [CH2:1]([C:5]1[N:9]([CH2:10][C:11]2[CH:16]=[CH:15][C:14]([C:17]3[C:18]([C:23]#[N:24])=[CH:19][CH:20]=[CH:21][CH:22]=3)=[CH:13][CH:12]=2)[C:8](=[O:25])[NH:7][N:6]=1)[CH2:2][CH2:3][CH3:4].CC(C)([O-])C.[K+].CN(C)C=O.Br[CH2:38][C:39]([C:41]1[CH:46]=[CH:45][C:44]([F:47])=[CH:43][CH:42]=1)=[O:40], predict the reaction product. The product is: [CH2:1]([C:5]1[N:9]([CH2:10][C:11]2[CH:16]=[CH:15][C:14]([C:17]3[C:18]([C:23]#[N:24])=[CH:19][CH:20]=[CH:21][CH:22]=3)=[CH:13][CH:12]=2)[C:8](=[O:25])[N:7]([CH2:38][C:39]([C:41]2[CH:46]=[CH:45][C:44]([F:47])=[CH:43][CH:42]=2)=[O:40])[N:6]=1)[CH2:2][CH2:3][CH3:4]. (3) Given the reactants [C:1]([O:5][C:6]([NH:8][C@H:9]([C:16]1[NH:20][C:19]2[CH:21]=[CH:22][C:23]([C:25]([CH3:28])([CH3:27])[CH3:26])=[CH:24][C:18]=2[N:17]=1)[CH:10]([CH3:15])[C:11]([O:13]C)=[O:12])=[O:7])([CH3:4])([CH3:3])[CH3:2].[OH-].[Li+], predict the reaction product. The product is: [C:1]([O:5][C:6]([NH:8][C@H:9]([C:16]1[NH:20][C:19]2[CH:21]=[CH:22][C:23]([C:25]([CH3:26])([CH3:28])[CH3:27])=[CH:24][C:18]=2[N:17]=1)[CH:10]([CH3:15])[C:11]([OH:13])=[O:12])=[O:7])([CH3:4])([CH3:2])[CH3:3]. (4) Given the reactants [NH2:1][C:2]1[N:10]=[CH:9][C:8]([Cl:11])=[CH:7][C:3]=1[C:4]([NH2:6])=[O:5].[Br:12][CH2:13][C:14]1[CH:15]=[C:16]([CH:19]=[CH:20][C:21]=1[F:22])[C:17]#[N:18], predict the reaction product. The product is: [BrH:12].[Cl:11][C:8]1[CH:7]=[C:3]([C:4]([NH2:6])=[O:5])[C:2](=[NH:1])[N:10]([CH2:13][C:14]2[CH:15]=[C:16]([C:17]#[N:18])[CH:19]=[CH:20][C:21]=2[F:22])[CH:9]=1. (5) Given the reactants [Br:1][C:2]1[CH:6]=[N:5][N:4]([CH3:7])[C:3]=1[C:8]1[CH:9]=[C:10]([N:17]([CH3:19])[CH3:18])[CH:11]=[C:12]([N+:14]([O-])=O)[CH:13]=1.O.O.Cl[Sn]Cl.CCOC(C)=O.CCCCCC, predict the reaction product. The product is: [Br:1][C:2]1[CH:6]=[N:5][N:4]([CH3:7])[C:3]=1[C:8]1[CH:13]=[C:12]([NH2:14])[CH:11]=[C:10]([N:17]([CH3:18])[CH3:19])[CH:9]=1. (6) Given the reactants [CH2:1]([O:3][C:4](=[O:17])[CH:5]([O:14][CH2:15][CH3:16])[CH2:6][C:7]1[CH:12]=[CH:11][C:10]([OH:13])=[CH:9][CH:8]=1)[CH3:2].O[C:19]1C=CC(C=O)=CC=1, predict the reaction product. The product is: [CH2:1]([O:3][C:4](=[O:17])[CH:5]([O:14][CH2:15][CH3:16])[CH2:6][C:7]1[CH:8]=[CH:9][C:10]([OH:13])=[CH:11][C:12]=1[CH3:19])[CH3:2]. (7) Given the reactants [NH2:1][C:2]1[CH:7]=[CH:6][N:5]=[CH:4][C:3]=1[S:8]([NH2:11])(=[O:10])=[O:9].[CH3:12][O:13][C:14](=[O:20])[CH2:15][C:16](OC)=O, predict the reaction product. The product is: [CH3:12][O:13][C:14](=[O:20])[CH2:15][C:16]1[NH:1][C:2]2[CH:7]=[CH:6][N:5]=[CH:4][C:3]=2[S:8](=[O:10])(=[O:9])[N:11]=1.